This data is from Forward reaction prediction with 1.9M reactions from USPTO patents (1976-2016). The task is: Predict the product of the given reaction. (1) Given the reactants Br[C:2]1[C:3]([Cl:25])=[C:4]([C:8]2[N:12]=[C:11]([C:13]3[CH:14]=[CH:15][C:16]([O:21][CH:22]([CH3:24])[CH3:23])=[C:17]([CH:20]=3)[C:18]#[N:19])[O:10][N:9]=2)[CH:5]=[CH:6][CH:7]=1.CC(P(C(C)(C)C)C(C)(C)C)(C)C.C([O-])([O-])=O.[Cs+].[Cs+].Br[Zn][CH2:47][CH2:48][CH2:49][CH2:50][CH2:51][C:52]([O:54][CH2:55][CH3:56])=[O:53], predict the reaction product. The product is: [Cl:25][C:3]1[C:4]([C:8]2[N:12]=[C:11]([C:13]3[CH:14]=[CH:15][C:16]([O:21][CH:22]([CH3:24])[CH3:23])=[C:17]([C:18]#[N:19])[CH:20]=3)[O:10][N:9]=2)=[CH:5][CH:6]=[CH:7][C:2]=1[CH2:47][CH2:48][CH2:49][CH2:50][CH2:51][C:52]([O:54][CH2:55][CH3:56])=[O:53]. (2) Given the reactants [Cl:1][C:2]1[C:11]2[C:6](=[CH:7][C:8]([OH:12])=[CH:9][CH:10]=2)[CH:5]=[CH:4][N:3]=1.Cl[CH2:14][CH2:15][N:16]([CH3:18])[CH3:17].C(=O)([O-])[O-].[Cs+].[Cs+], predict the reaction product. The product is: [Cl:1][C:2]1[C:11]2[C:6](=[CH:7][C:8]([O:12][CH2:14][CH2:15][N:16]([CH3:18])[CH3:17])=[CH:9][CH:10]=2)[CH:5]=[CH:4][N:3]=1. (3) Given the reactants [CH2:1]([O:3][C:4]1[CH:5]=[C:6]([O:57][CH:58]([CH3:60])[CH3:59])[C:7]([F:56])=[C:8]([CH:10]([NH:43][C:44]2[CH:49]=[CH:48][C:47]([C:50]3[N:54]=[C:53]([CH3:55])[O:52][N:51]=3)=[CH:46][CH:45]=2)[C:11]2[N:12]([C:24]([C:37]3[CH:42]=[CH:41][CH:40]=[CH:39][CH:38]=3)([C:31]3[CH:36]=[CH:35][CH:34]=[CH:33][CH:32]=3)[C:25]3[CH:30]=[CH:29][CH:28]=[CH:27][CH:26]=3)[CH:13]=[C:14]([C:16]3[CH:23]=[CH:22][CH:21]=[CH:20][C:17]=3[CH:18]=[O:19])[N:15]=2)[CH:9]=1)[CH3:2].[CH3:61][CH2:62][Mg+].[Br-].CCOC(C)=O.[Na+].[Cl-], predict the reaction product. The product is: [CH2:1]([O:3][C:4]1[CH:5]=[C:6]([O:57][CH:58]([CH3:59])[CH3:60])[C:7]([F:56])=[C:8]([CH:10]([NH:43][C:44]2[CH:45]=[CH:46][C:47]([C:50]3[N:54]=[C:53]([CH3:55])[O:52][N:51]=3)=[CH:48][CH:49]=2)[C:11]2[N:12]([C:24]([C:37]3[CH:42]=[CH:41][CH:40]=[CH:39][CH:38]=3)([C:25]3[CH:26]=[CH:27][CH:28]=[CH:29][CH:30]=3)[C:31]3[CH:36]=[CH:35][CH:34]=[CH:33][CH:32]=3)[CH:13]=[C:14]([C:16]3[CH:23]=[CH:22][CH:21]=[CH:20][C:17]=3[CH:18]([OH:19])[CH2:61][CH3:62])[N:15]=2)[CH:9]=1)[CH3:2]. (4) Given the reactants Br[C:2]1[C:6]2[CH:7]=[C:8]3[C:13](=[CH:14][C:5]=2[N:4]([C:16]([C:29]2[CH:34]=[CH:33][CH:32]=[CH:31][CH:30]=2)([C:23]2[CH:28]=[CH:27][CH:26]=[CH:25][CH:24]=2)[C:17]2[CH:22]=[CH:21][CH:20]=[CH:19][CH:18]=2)[N:3]=1)[NH:12][C:11](=[O:15])[CH:10]=[CH:9]3.B(O)(O)[C:36]1[CH:41]=[CH:40][N:39]=[C:38]([CH3:42])[CH:37]=1.C([O-])([O-])=O.[K+].[K+], predict the reaction product. The product is: [CH3:42][C:38]1[CH:37]=[C:36]([C:2]2[C:6]3[CH:7]=[C:8]4[C:13](=[CH:14][C:5]=3[N:4]([C:16]([C:29]3[CH:34]=[CH:33][CH:32]=[CH:31][CH:30]=3)([C:23]3[CH:28]=[CH:27][CH:26]=[CH:25][CH:24]=3)[C:17]3[CH:22]=[CH:21][CH:20]=[CH:19][CH:18]=3)[N:3]=2)[NH:12][C:11](=[O:15])[CH:10]=[CH:9]4)[CH:41]=[CH:40][N:39]=1. (5) Given the reactants [CH:1]1([C:7]2[O:11][N:10]=[C:9]([C:12]([OH:14])=[O:13])[CH:8]=2)[CH2:6][CH2:5][CH2:4][CH2:3][CH2:2]1.[H][H], predict the reaction product. The product is: [NH2:10][CH:9]([CH2:8][CH:7]([CH:1]1[CH2:6][CH2:5][CH2:4][CH2:3][CH2:2]1)[OH:11])[C:12]([OH:14])=[O:13]. (6) Given the reactants [O:1]=[C:2]1[CH2:11][CH2:10][C:9]2[C:4](=[CH:5][CH:6]=[C:7]([O:12][CH2:13][C:14]([O:16]CC)=O)[CH:8]=2)[NH:3]1.O.[NH2:20][NH2:21], predict the reaction product. The product is: [O:1]=[C:2]1[CH2:11][CH2:10][C:9]2[C:4](=[CH:5][CH:6]=[C:7]([O:12][CH2:13][C:14]([NH:20][NH2:21])=[O:16])[CH:8]=2)[NH:3]1.